This data is from Full USPTO retrosynthesis dataset with 1.9M reactions from patents (1976-2016). The task is: Predict the reactants needed to synthesize the given product. (1) Given the product [NH2:35][C:33](=[O:34])[CH2:32][CH:29]1[CH2:30][CH2:31][N:26]([C:2]2[N:7]3[N:8]=[C:9]([CH3:11])[CH:10]=[C:6]3[N:5]=[C:4]([NH:12][C:13](=[O:24])[C:14]3[CH:19]=[CH:18][C:17]([C:20]([OH:23])([CH3:22])[CH3:21])=[CH:16][CH:15]=3)[CH:3]=2)[CH2:27][CH2:28]1, predict the reactants needed to synthesize it. The reactants are: Cl[C:2]1[N:7]2[N:8]=[C:9]([CH3:11])[CH:10]=[C:6]2[N:5]=[C:4]([NH:12][C:13](=[O:24])[C:14]2[CH:19]=[CH:18][C:17]([C:20]([OH:23])([CH3:22])[CH3:21])=[CH:16][CH:15]=2)[CH:3]=1.Cl.[NH:26]1[CH2:31][CH2:30][CH:29]([CH2:32][C:33]([NH2:35])=[O:34])[CH2:28][CH2:27]1.C(N(CC)C(C)C)(C)C. (2) Given the product [C:30]([O:28][CH:26]([C:23]1[S:24][CH:25]=[C:21]([C:19](=[O:20])[NH:18][C@@H:16]([CH3:17])[CH2:15][N:12]2[CH:13]=[CH:14][C:10]([C:4]3[CH:5]=[CH:6][C:7]([C:8]#[N:9])=[C:2]([Cl:1])[C:3]=3[CH3:29])=[N:11]2)[N:22]=1)[CH3:27])(=[O:32])[CH3:31], predict the reactants needed to synthesize it. The reactants are: [Cl:1][C:2]1[C:3]([CH3:29])=[C:4]([C:10]2[CH:14]=[CH:13][N:12]([CH2:15][C@@H:16]([NH:18][C:19]([C:21]3[N:22]=[C:23]([CH:26]([OH:28])[CH3:27])[S:24][CH:25]=3)=[O:20])[CH3:17])[N:11]=2)[CH:5]=[CH:6][C:7]=1[C:8]#[N:9].[C:30](OC(=O)C)(=[O:32])[CH3:31]. (3) Given the product [Cl:6][C:7]1[C:8]([O:23][CH:17]2[CH2:22][CH2:21][CH2:20][CH2:19][CH2:18]2)=[N:9][CH:10]=[C:11]([CH:15]=1)[C:12]([OH:14])=[O:13], predict the reactants needed to synthesize it. The reactants are: CN(C)C=O.[Cl:6][C:7]1[C:8](Cl)=[N:9][CH:10]=[C:11]([CH:15]=1)[C:12]([OH:14])=[O:13].[CH:17]1([OH:23])[CH2:22][CH2:21][CH2:20][CH2:19][CH2:18]1.[H-].[Na+]. (4) The reactants are: CC(C)([O-])C.[K+].[CH2:7]([N:14]([CH2:18][C:19]1[C:24](Cl)=[N:23][C:22]([N:26]([CH3:30])[CH:27]([CH3:29])[CH3:28])=[CH:21][N:20]=1)[CH2:15][CH2:16][OH:17])[C:8]1[CH:13]=[CH:12][CH:11]=[CH:10][CH:9]=1.O. Given the product [CH2:7]([N:14]1[CH2:18][C:19]2[N:20]=[CH:21][C:22]([N:26]([CH3:30])[CH:27]([CH3:29])[CH3:28])=[N:23][C:24]=2[O:17][CH2:16][CH2:15]1)[C:8]1[CH:13]=[CH:12][CH:11]=[CH:10][CH:9]=1, predict the reactants needed to synthesize it. (5) The reactants are: [Cl:1][C:2]1[C:10]2[N:9]=[C:8]3[N:11]([C:15]4[C:16]([CH3:23])=[N:17][C:18]([O:21][CH3:22])=[CH:19][CH:20]=4)[CH2:12][CH2:13][CH2:14][N:7]3[C:6]=2[C:5]([CH:24]([CH:26]2[CH2:28][CH2:27]2)[OH:25])=[CH:4][CH:3]=1.N(C(N1CCCCC1)=O)=NC(N1CCCCC1)=O.C(P(CCCC)CCCC)CCC.[F:60][C:61]([F:65])([F:64])[CH2:62]O. Given the product [Cl:1][C:2]1[C:10]2[N:9]=[C:8]3[N:11]([C:15]4[C:16]([CH3:23])=[N:17][C:18]([O:21][CH3:22])=[CH:19][CH:20]=4)[CH2:12][CH2:13][CH2:14][N:7]3[C:6]=2[C:5]([CH:24]([CH:26]2[CH2:28][CH2:27]2)[O:25][CH2:62][C:61]([F:65])([F:64])[F:60])=[CH:4][CH:3]=1, predict the reactants needed to synthesize it. (6) Given the product [F:31][C:29]1[CH:28]=[C:4]([CH:3]=[C:2]([F:1])[CH:30]=1)[CH2:5][C@H:6]([NH:24][C:25](=[O:27])[CH3:26])[C@H:7]([OH:23])[CH2:8][NH:9][C@@H:10]1[C:19]2[C:14](=[CH:15][CH:16]=[C:17]([CH2:20][CH3:21])[CH:18]=2)[N:13]([CH3:22])[CH2:12][CH2:11]1, predict the reactants needed to synthesize it. The reactants are: [F:1][C:2]1[CH:3]=[C:4]([CH:28]=[C:29]([F:31])[CH:30]=1)[CH2:5][C@H:6]([NH:24][C:25](=[O:27])[CH3:26])[C@H:7]([OH:23])[CH2:8][NH:9][CH:10]1[C:19]2[C:14](=[CH:15][CH:16]=[C:17]([CH2:20][CH3:21])[CH:18]=2)[N:13]([CH3:22])[CH2:12][CH2:11]1.[OH-].[NH4+].